This data is from NCI-60 drug combinations with 297,098 pairs across 59 cell lines. The task is: Regression. Given two drug SMILES strings and cell line genomic features, predict the synergy score measuring deviation from expected non-interaction effect. (1) Drug 1: C1CC(=O)NC(=O)C1N2CC3=C(C2=O)C=CC=C3N. Drug 2: C1=CC(=C2C(=C1NCCNCCO)C(=O)C3=C(C=CC(=C3C2=O)O)O)NCCNCCO. Cell line: EKVX. Synergy scores: CSS=42.0, Synergy_ZIP=1.45, Synergy_Bliss=1.39, Synergy_Loewe=-27.6, Synergy_HSA=4.66. (2) Drug 1: C(CC(=O)O)C(=O)CN.Cl. Drug 2: C1CN(P(=O)(OC1)NCCCl)CCCl. Cell line: NCI-H522. Synergy scores: CSS=2.69, Synergy_ZIP=0.597, Synergy_Bliss=2.72, Synergy_Loewe=-3.52, Synergy_HSA=-1.83. (3) Drug 1: CCC1=CC2CC(C3=C(CN(C2)C1)C4=CC=CC=C4N3)(C5=C(C=C6C(=C5)C78CCN9C7C(C=CC9)(C(C(C8N6C)(C(=O)OC)O)OC(=O)C)CC)OC)C(=O)OC.C(C(C(=O)O)O)(C(=O)O)O. Drug 2: CC1CCCC2(C(O2)CC(NC(=O)CC(C(C(=O)C(C1O)C)(C)C)O)C(=CC3=CSC(=N3)C)C)C. Cell line: SF-295. Synergy scores: CSS=40.8, Synergy_ZIP=-0.231, Synergy_Bliss=1.49, Synergy_Loewe=5.02, Synergy_HSA=4.05. (4) Drug 1: CCCCC(=O)OCC(=O)C1(CC(C2=C(C1)C(=C3C(=C2O)C(=O)C4=C(C3=O)C=CC=C4OC)O)OC5CC(C(C(O5)C)O)NC(=O)C(F)(F)F)O. Drug 2: C1CN(CCN1C(=O)CCBr)C(=O)CCBr. Cell line: SNB-19. Synergy scores: CSS=37.4, Synergy_ZIP=-5.95, Synergy_Bliss=-6.17, Synergy_Loewe=-14.5, Synergy_HSA=-4.16. (5) Drug 1: CC1=C(C=C(C=C1)NC2=NC=CC(=N2)N(C)C3=CC4=NN(C(=C4C=C3)C)C)S(=O)(=O)N.Cl. Drug 2: C1=CC(=C2C(=C1NCCNCCO)C(=O)C3=C(C=CC(=C3C2=O)O)O)NCCNCCO. Cell line: NCI-H322M. Synergy scores: CSS=35.7, Synergy_ZIP=1.78, Synergy_Bliss=7.18, Synergy_Loewe=-37.7, Synergy_HSA=5.64. (6) Drug 1: CN1C(=O)N2C=NC(=C2N=N1)C(=O)N. Drug 2: CN1C2=C(C=C(C=C2)N(CCCl)CCCl)N=C1CCCC(=O)O.Cl. Cell line: MDA-MB-231. Synergy scores: CSS=0.179, Synergy_ZIP=0.762, Synergy_Bliss=1.97, Synergy_Loewe=-2.92, Synergy_HSA=-1.21.